From a dataset of Reaction yield outcomes from USPTO patents with 853,638 reactions. Predict the reaction yield, written as a fraction of the theoretical maximum amount of product (1.0 means a 100% yield; for example, 0.34 means a 34% yield). (1) The reactants are Cl[C:2]1[N:7]=[C:6]([NH:8][CH:9]([CH3:12])[C:10]#[CH:11])[N:5]=[C:4]([NH:13][CH2:14][CH2:15][CH3:16])[N:3]=1.Cl.[CH3:18][O:19][NH:20][CH3:21].[OH-].[Na+].C([O-])(O)=O.[Na+]. The catalyst is O1CCOCC1. The product is [CH3:18][O:19][N:20]([CH3:21])[C:2]1[N:7]=[C:6]([NH:8][CH:9]([CH3:12])[C:10]#[CH:11])[N:5]=[C:4]([NH:13][CH2:14][CH2:15][CH3:16])[N:3]=1. The yield is 0.970. (2) The reactants are [Cl:1][C:2]1[N:7]=[C:6]([CH:8]=C)[C:5]([O:10][CH3:11])=[C:4]([Cl:12])[N:3]=1.ClCCl.C[OH:17]. No catalyst specified. The product is [Cl:1][C:2]1[N:7]=[C:6]([CH:8]=[O:17])[C:5]([O:10][CH3:11])=[C:4]([Cl:12])[N:3]=1. The yield is 1.00. (3) The product is [CH2:7]([O:9][C:10]1[C:11]2[B:19]([OH:20])[O:23][CH:22]([CH2:6][N+:3]([O-:5])=[O:4])[C:12]=2[CH:15]=[CH:16][C:17]=1[F:18])[CH3:8]. The yield is 0.690. The reactants are [OH-].[Na+].[N+:3]([CH3:6])([O-:5])=[O:4].[CH2:7]([O:9][C:10]1[C:11]([B:19]2[O:23][C:22](C)(C)C(C)(C)[O:20]2)=[C:12]([CH:15]=[CH:16][C:17]=1[F:18])C=O)[CH3:8].Cl. The catalyst is O.C1COCC1.